This data is from Full USPTO retrosynthesis dataset with 1.9M reactions from patents (1976-2016). The task is: Predict the reactants needed to synthesize the given product. (1) Given the product [Br:1][C:2]1[CH:12]=[CH:11][C:10]([S:13]([N:16]([C:29]2[N:30]=[CH:31][C:32]3[C:37]([C:38]=2[CH:39]2[CH2:40][CH2:41]2)=[CH:36][CH:35]=[CH:34][CH:33]=3)[CH2:17][C:18]2[CH:23]=[CH:22][C:21]([O:24][C:25]([F:28])([F:27])[F:26])=[CH:20][CH:19]=2)(=[O:14])=[O:15])=[CH:9][C:3]=1[CH2:4][OH:5], predict the reactants needed to synthesize it. The reactants are: [Br:1][C:2]1[CH:12]=[CH:11][C:10]([S:13]([N:16]([C:29]2[N:30]=[CH:31][C:32]3[C:37]([C:38]=2[CH:39]2[CH2:41][CH2:40]2)=[CH:36][CH:35]=[CH:34][CH:33]=3)[CH2:17][C:18]2[CH:23]=[CH:22][C:21]([O:24][C:25]([F:28])([F:27])[F:26])=[CH:20][CH:19]=2)(=[O:15])=[O:14])=[CH:9][C:3]=1[C:4](OCC)=[O:5].[H-].C([Al+]CC(C)C)C(C)C.CO.C(C(C(C([O-])=O)O)O)([O-])=O.[Na+].[K+]. (2) The reactants are: [CH3:1][O:2][C:3]1[C:8]2[N:9]=[C:10]([NH2:12])[S:11][C:7]=2[C:6]([C:13]2[N:14]=[C:15]([N:18]3[CH2:23][CH2:22][O:21][CH2:20][CH2:19]3)[S:16][CH:17]=2)=[CH:5][CH:4]=1.C(N(CC)CC)C.[Cl:31][CH2:32][C:33]1[CH:41]=[CH:40][C:36]([C:37](Cl)=[O:38])=[CH:35][CH:34]=1.C([O-])(O)=O.[Na+]. Given the product [Cl:31][CH2:32][C:33]1[CH:41]=[CH:40][C:36]([C:37]([NH:12][C:10]2[S:11][C:7]3[C:6]([C:13]4[N:14]=[C:15]([N:18]5[CH2:23][CH2:22][O:21][CH2:20][CH2:19]5)[S:16][CH:17]=4)=[CH:5][CH:4]=[C:3]([O:2][CH3:1])[C:8]=3[N:9]=2)=[O:38])=[CH:35][CH:34]=1, predict the reactants needed to synthesize it. (3) Given the product [CH:37]1([C:36]([CH:20]2[CH2:21][C:22]([CH3:24])([CH3:23])[C:11]3[CH:10]=[C:9]4[C:14](=[CH:13][C:12]=3[C:19]2([CH3:26])[CH3:25])[CH2:15][C:16]2[CH:17]=[C:18]3[C:2]([CH3:29])([CH3:1])[CH2:3][CH2:4][C:5]([CH3:28])([CH3:27])[C:6]3=[CH:7][C:8]4=2)([CH3:42])[CH3:35])[CH:41]=[CH:40][CH:39]=[CH:38]1, predict the reactants needed to synthesize it. The reactants are: [CH3:1][C:2]1([CH3:29])[C:18]2[CH:17]=[C:16]3[C:8]([C:9]4[CH:10]=[C:11]5[C:22]([CH3:24])([CH3:23])[CH2:21][CH2:20][C:19]([CH3:26])([CH3:25])[C:12]5=[CH:13][C:14]=4[CH2:15]3)=[CH:7][C:6]=2[C:5]([CH3:28])([CH3:27])[CH2:4][CH2:3]1.[Li]CCCC.[CH3:35][C:36]([CH3:42])=[C:37]1[CH:41]=[CH:40][CH:39]=[CH:38]1. (4) Given the product [NH:1]([C:21]([O:23][CH2:24][C:25]1[CH:30]=[CH:29][CH:28]=[CH:27][CH:26]=1)=[O:22])[C@H:2]([C:4]([NH:32][C@H:33]([C:39]([N:41]1[CH2:42][CH2:43][CH2:44][C@H:45]1[C:49]([CH2:48][Br:56])=[O:50])=[O:40])[CH:34]([CH3:35])[CH3:55])=[O:5])[CH3:3], predict the reactants needed to synthesize it. The reactants are: [NH:1]([C:21]([O:23][CH2:24][C:25]1[CH:30]=[CH:29][CH:28]=[CH:27][CH:26]=1)=[O:22])[C@H:2]([C:4](N[C@H](C(N1CCC[C@H]1C(O)=O)=O)C(C)C)=[O:5])[CH3:3].Cl.[NH2:32][C@H:33]([C:39]([N:41]1[CH2:45][CH2:44][CH2:43][CH2:42]1)=[O:40])[CH2:34][CH2:35]C(=O)N.CN1CC[O:50][CH2:49][CH2:48]1.[N+](=[CH2:55])=[N-].[BrH:56]. (5) Given the product [C:27]([C:26]1([NH:25][C:17]2[CH:16]=[C:15]([CH:12]3[CH2:11][C:10]([CH3:22])([CH3:23])[C:9]4[C:14](=[C:5]([C:3]([OH:2])=[O:4])[CH:6]=[C:7]([Cl:24])[CH:8]=4)[NH:13]3)[CH:20]=[CH:19][CH:18]=2)[CH2:31][CH2:30]1)([OH:29])=[O:28], predict the reactants needed to synthesize it. The reactants are: C[O:2][C:3]([C:5]1[CH:6]=[C:7]([Cl:24])[CH:8]=[C:9]2[C:14]=1[NH:13][CH:12]([C:15]1[CH:20]=[CH:19][CH:18]=[C:17](Br)[CH:16]=1)[CH2:11][C:10]2([CH3:23])[CH3:22])=[O:4].[NH2:25][C:26]([CH3:31])([CH3:30])[C:27]([OH:29])=[O:28].C(=O)([O-])[O-].[K+].[K+]. (6) Given the product [F:32][CH:16]([F:15])[CH2:17][N:18]([C:19]1[CH:24]=[CH:23][C:22]([N:25]2[CH2:30][CH2:29][O:28][CH2:27][C:26]2=[O:31])=[CH:21][CH:20]=1)[C:12]([CH2:11][CH2:10][NH:9][C:7]([C:5]1[S:6][C:2]([Cl:1])=[CH:3][CH:4]=1)=[O:8])=[O:14], predict the reactants needed to synthesize it. The reactants are: [Cl:1][C:2]1[S:6][C:5]([C:7]([NH:9][CH2:10][CH2:11][C:12]([OH:14])=O)=[O:8])=[CH:4][CH:3]=1.[F:15][CH:16]([F:32])[CH2:17][NH:18][C:19]1[CH:24]=[CH:23][C:22]([N:25]2[CH2:30][CH2:29][O:28][CH2:27][C:26]2=[O:31])=[CH:21][CH:20]=1.ClP(Cl)(C1C=CC=CC=1)(C1C=CC=CC=1)C1C=CC=CC=1.